This data is from Full USPTO retrosynthesis dataset with 1.9M reactions from patents (1976-2016). The task is: Predict the reactants needed to synthesize the given product. (1) Given the product [CH:33]([C:2]1[CH:9]=[C:6]([CH:7]=[O:8])[C:5]([OH:10])=[CH:4][CH:3]=1)=[CH:34][C:35]1[CH:40]=[CH:39][CH:38]=[CH:37][CH:36]=1, predict the reactants needed to synthesize it. The reactants are: Br[C:2]1[CH:9]=[C:6]([CH:7]=[O:8])[C:5]([OH:10])=[CH:4][CH:3]=1.C1(C)C=CC=CC=1P(C1C=CC=CC=1C)C1C=CC=CC=1C.[CH2:33]=[CH:34][C:35]1[CH:40]=[CH:39][CH:38]=[CH:37][CH:36]=1.Cl. (2) The reactants are: [N:1]1([C:7]2[N:12]=[C:11]([NH:13][C:14]3[CH:15]=[N:16][CH:17]=[CH:18][CH:19]=3)[CH:10]=[C:9]([C:20]3[CH:25]=[CH:24][CH:23]=[C:22]([O:26]CC4C=CC=CC=4)[CH:21]=3)[N:8]=2)[CH2:6][CH2:5][O:4][CH2:3][CH2:2]1.C(#N)C.[ClH:37]. Given the product [N:1]1([C:7]2[N:8]=[C:9]([C:20]3[CH:21]=[C:22]([OH:26])[CH:23]=[CH:24][CH:25]=3)[CH:10]=[C:11]([NH:13][C:14]3[CH:15]=[N:16][CH:17]=[CH:18][CH:19]=3)[N:12]=2)[CH2:2][CH2:3][O:4][CH2:5][CH2:6]1.[ClH:37], predict the reactants needed to synthesize it. (3) Given the product [N:43]1[NH:42][N:41]=[N:40][C:39]=1[C:34]1[CH:35]=[CH:36][CH:37]=[CH:38][C:33]=1[C:30]1[CH:31]=[CH:32][C:27]([CH2:26][N:6]2[C:7]([C:11]([NH:13][CH2:14][C:15]([O:17][CH2:18][CH2:19][CH2:20][CH2:21][O:22][N+:23]([O-:25])=[O:24])=[O:16])=[O:12])=[C:8]([Cl:10])[N:9]=[C:5]2[CH2:1][CH2:2][CH2:3][CH3:4])=[CH:28][CH:29]=1, predict the reactants needed to synthesize it. The reactants are: [CH2:1]([C:5]1[N:6]([CH2:26][C:27]2[CH:32]=[CH:31][C:30]([C:33]3[CH:38]=[CH:37][CH:36]=[CH:35][C:34]=3[C:39]3[N:43](C(C4C=CC=CC=4)(C4C=CC=CC=4)C4C=CC=CC=4)[N:42]=[N:41][N:40]=3)=[CH:29][CH:28]=2)[C:7]([C:11]([NH:13][CH2:14][C:15]([O:17][CH2:18][CH2:19][CH2:20][CH2:21][O:22][N+:23]([O-:25])=[O:24])=[O:16])=[O:12])=[C:8]([Cl:10])[N:9]=1)[CH2:2][CH2:3][CH3:4]. (4) Given the product [NH:26]1[CH2:27][CH2:28][CH2:29][CH2:30][CH:25]1[C:22]1[CH:23]=[CH:24][C:19]([NH:18][C:10]2[N:9]=[C:8]([CH2:7][CH2:6][C:5]3[CH:38]=[CH:39][CH:40]=[CH:41][C:4]=3[CH2:3][C:2]([NH2:1])=[O:42])[C:13]([C:14]([F:17])([F:15])[F:16])=[CH:12][N:11]=2)=[CH:20][CH:21]=1, predict the reactants needed to synthesize it. The reactants are: [NH2:1][C:2](=[O:42])[CH2:3][C:4]1[CH:41]=[CH:40][CH:39]=[CH:38][C:5]=1[CH2:6][CH2:7][C:8]1[C:13]([C:14]([F:17])([F:16])[F:15])=[CH:12][N:11]=[C:10]([NH:18][C:19]2[CH:24]=[CH:23][C:22]([CH:25]3[CH2:30][CH2:29][CH2:28][CH2:27][N:26]3C(OC(C)(C)C)=O)=[CH:21][CH:20]=2)[N:9]=1.FC(F)(F)C(O)=O. (5) The reactants are: Cl[CH2:2][C:3]([NH:5][CH2:6][CH2:7][C:8]([NH:10][C:11]1[CH:12]=[C:13]2[C:18](=[CH:19][CH:20]=1)[N:17]=[CH:16][N:15]=[C:14]2[NH:21][C:22]1[CH:27]=[CH:26][C:25]([O:28][C:29]2[CH:30]=[N:31][C:32]([CH3:35])=[CH:33][CH:34]=2)=[C:24]([CH3:36])[CH:23]=1)=[O:9])=[O:4].[NH:37]1[CH2:42][CH2:41][O:40][CH2:39][CH2:38]1. Given the product [CH3:36][C:24]1[CH:23]=[C:22]([NH:21][C:14]2[C:13]3[C:18](=[CH:19][CH:20]=[C:11]([NH:10][C:8](=[O:9])[CH2:7][CH2:6][NH:5][C:3](=[O:4])[CH2:2][N:37]4[CH2:42][CH2:41][O:40][CH2:39][CH2:38]4)[CH:12]=3)[N:17]=[CH:16][N:15]=2)[CH:27]=[CH:26][C:25]=1[O:28][C:29]1[CH:30]=[N:31][C:32]([CH3:35])=[CH:33][CH:34]=1, predict the reactants needed to synthesize it. (6) Given the product [C:1]([C:3]1[CH:4]=[CH:5][C:6]([N:9]2[C:13]([I:14])=[CH:12][C:11]([C:15]3[CH:24]=[CH:23][C:18]([C:19]([O:21][CH3:22])=[O:20])=[CH:17][CH:16]=3)=[N:10]2)=[CH:7][CH:8]=1)(=[O:26])[NH2:2], predict the reactants needed to synthesize it. The reactants are: [C:1]([C:3]1[CH:8]=[CH:7][C:6]([N:9]2[C:13]([I:14])=[CH:12][C:11]([C:15]3[CH:24]=[CH:23][C:18]([C:19]([O:21][CH3:22])=[O:20])=[CH:17][CH:16]=3)=[N:10]2)=[CH:5][CH:4]=1)#[N:2].S(=O)(=O)(O)[OH:26].